Dataset: Catalyst prediction with 721,799 reactions and 888 catalyst types from USPTO. Task: Predict which catalyst facilitates the given reaction. (1) Reactant: C(O[C:6](=[O:28])[NH:7][CH:8]1[CH2:11][N:10]([C:12]2[C:17]([C:18]#[N:19])=[CH:16][C:15]([C:20]3[O:21][C:22]([CH2:25][CH3:26])=[CH:23][N:24]=3)=[C:14]([CH3:27])[N:13]=2)[CH2:9]1)(C)(C)C.C(N1C=CN=C1)(N1C=CN=C1)=O.[Cl:41][C:42]1[S:46][C:45]([S:47]([NH2:50])(=[O:49])=[O:48])=[CH:44][CH:43]=1.C(N(CC)CC)C. Product: [Cl:41][C:42]1[S:46][C:45]([S:47]([NH:50][C:6]([NH:7][CH:8]2[CH2:9][N:10]([C:12]3[C:17]([C:18]#[N:19])=[CH:16][C:15]([C:20]4[O:21][C:22]([CH2:25][CH3:26])=[CH:23][N:24]=4)=[C:14]([CH3:27])[N:13]=3)[CH2:11]2)=[O:28])(=[O:49])=[O:48])=[CH:44][CH:43]=1. The catalyst class is: 2. (2) Reactant: [NH2:1][C:2]1[S:3][CH:4]=[CH:5][N:6]=1.[O:7]=[C:8]1[CH2:13][N:12]([C:14](=[O:19])[C:15]([F:18])([F:17])[F:16])[CH2:11][CH2:10][N:9]1[C:20]1[CH:25]=[CH:24][C:23]([S:26](Cl)(=[O:28])=[O:27])=[CH:22][CH:21]=1. Product: [O:7]=[C:8]1[CH2:13][N:12]([C:14](=[O:19])[C:15]([F:17])([F:16])[F:18])[CH2:11][CH2:10][N:9]1[C:20]1[CH:21]=[CH:22][C:23]([S:26]([NH:1][C:2]2[S:3][CH:4]=[CH:5][N:6]=2)(=[O:28])=[O:27])=[CH:24][CH:25]=1. The catalyst class is: 17. (3) Reactant: F[C:2](F)(F)C(O)=O.[C:8]([CH2:11][O:12][C:13]1[N:18]=[C:17]([CH:19]2[CH2:21][CH2:20]2)[N:16]=[C:15]([NH:22][CH2:23][CH:24]2[CH2:26][CH2:25]2)[C:14]=1[CH3:27])([OH:10])=[O:9].FC(F)(F)C(O)=O. Product: [CH:19]1([C:17]2[N:16]=[C:15]([NH:22][CH2:23][CH:24]3[CH2:26][CH2:25]3)[C:14]([CH3:27])=[C:13]([O:12][CH2:11][C:8]([O:10][CH3:2])=[O:9])[N:18]=2)[CH2:21][CH2:20]1. The catalyst class is: 5. (4) Reactant: [Br:1][C:2]1[CH:3]=[C:4]([C:8]([OH:10])=O)[N:5]([CH3:7])[CH:6]=1.C[N:12](C(ON1N=NC2C=CC=NC1=2)=[N+](C)C)C.F[P-](F)(F)(F)(F)F.CCN(C(C)C)C(C)C.N. Product: [Br:1][C:2]1[CH:3]=[C:4]([C:8]([NH2:12])=[O:10])[N:5]([CH3:7])[CH:6]=1. The catalyst class is: 3. (5) Reactant: [SH:1][CH2:2][C:3]([O:5]CC)=O.[H-].[Na+].[NH2:10][C:11]1[N:16]=[C:15]([C:17](OC)=[O:18])[CH:14]=[CH:13][C:12]=1Br. Product: [O:5]=[C:3]1[CH2:2][S:1][C:12]2[CH:13]=[CH:14][C:15]([CH:17]=[O:18])=[N:16][C:11]=2[NH:10]1. The catalyst class is: 31.